From a dataset of Experimentally validated miRNA-target interactions with 360,000+ pairs, plus equal number of negative samples. Binary Classification. Given a miRNA mature sequence and a target amino acid sequence, predict their likelihood of interaction. (1) The miRNA is mmu-miR-96-5p with sequence UUUGGCACUAGCACAUUUUUGCU. The protein sequence of the target gene is MTDSATTNGDDRDPEIELFVKAGIDGESIGNCPFSQRLFMILWLKGVVFNVTTVDLKRKPADLHNLAPGTHPPFLTFNGDVKTDVNKIEEFLEETLTPEKYPKLAAKHRESNTAGIDIFSKFSAYIKNTKQQNNAALERGLTKALRKLDDYLNSPLPEEIDTNTHGDEKGSQRKFLDGDELTLADCNLLPKLHVVKIVAKKYRNYDIPAEMTGLWRYLKNAYARDEFTNTCAADSEIELAYADVARRLSRS. Result: 1 (interaction). (2) The miRNA is hsa-miR-4796-3p with sequence UAAAGUGGCAGAGUAUAGACAC. The protein sequence of the target gene is MLWVLVGAVLPVMLLAAPPPINKLALFPDKSAWCEAKNITQIVGHSGCEAKSIQNRACLGQCFSYSVPNTFPQSTESLVHCDSCMPAQSMWEIVTLECPGHEEVPRVDKLVEKIVHCSCQACGKEPSHEGLNVYVQGEDSPGSQPGPHSHAHPHPGGQTPEPEEPPGAPQVEEEGAED. Result: 0 (no interaction). (3) The miRNA is cel-miR-234-3p with sequence UUAUUGCUCGAGAAUACCCUU. The protein sequence of the target gene is MPRSFLVKKIKGDGFQCSGVPAPTYHPLETAYVLPGARGPPGDNGYAPHRLPPSSYDADQKPGLELAPAEPAYPPAAPEEYSDPESPQSSLSARYFRGEAAVTDSYSMDAFFISDGRSRRRRGGGGGDAGGSGDAGGAGGRAGRAGAQAGGGHRHACAECGKTYATSSNLSRHKQTHRSLDSQLARKCPTCGKAYVSMPALAMHLLTHNLRHKCGVCGKAFSRPWLLQGHMRSHTGEKPFGCAHCGKAFADRSNLRAHMQTHSAFKHYRCRQCDKSFALKSYLHKHCEAACAKAAEPPPP.... Result: 0 (no interaction).